Dataset: NCI-60 drug combinations with 297,098 pairs across 59 cell lines. Task: Regression. Given two drug SMILES strings and cell line genomic features, predict the synergy score measuring deviation from expected non-interaction effect. (1) Drug 1: CCCS(=O)(=O)NC1=C(C(=C(C=C1)F)C(=O)C2=CNC3=C2C=C(C=N3)C4=CC=C(C=C4)Cl)F. Drug 2: CC1=CC2C(CCC3(C2CCC3(C(=O)C)OC(=O)C)C)C4(C1=CC(=O)CC4)C. Cell line: SNB-75. Synergy scores: CSS=-3.36, Synergy_ZIP=3.58, Synergy_Bliss=2.81, Synergy_Loewe=-2.27, Synergy_HSA=-2.72. (2) Drug 1: CC1=C(C=C(C=C1)NC2=NC=CC(=N2)N(C)C3=CC4=NN(C(=C4C=C3)C)C)S(=O)(=O)N.Cl. Drug 2: CC12CCC3C(C1CCC2O)C(CC4=C3C=CC(=C4)O)CCCCCCCCCS(=O)CCCC(C(F)(F)F)(F)F. Cell line: MALME-3M. Synergy scores: CSS=15.3, Synergy_ZIP=6.09, Synergy_Bliss=9.75, Synergy_Loewe=9.01, Synergy_HSA=9.05. (3) Drug 1: CC12CCC3C(C1CCC2O)C(CC4=C3C=CC(=C4)O)CCCCCCCCCS(=O)CCCC(C(F)(F)F)(F)F. Drug 2: C#CCC(CC1=CN=C2C(=N1)C(=NC(=N2)N)N)C3=CC=C(C=C3)C(=O)NC(CCC(=O)O)C(=O)O. Cell line: NCI-H522. Synergy scores: CSS=2.31, Synergy_ZIP=-0.0205, Synergy_Bliss=0.991, Synergy_Loewe=1.84, Synergy_HSA=0.245. (4) Drug 1: C1=NC2=C(N=C(N=C2N1C3C(C(C(O3)CO)O)O)F)N. Drug 2: COC1=NC(=NC2=C1N=CN2C3C(C(C(O3)CO)O)O)N. Cell line: HOP-92. Synergy scores: CSS=8.72, Synergy_ZIP=0.227, Synergy_Bliss=5.78, Synergy_Loewe=0.0178, Synergy_HSA=-0.0205. (5) Drug 1: C1=C(C(=O)NC(=O)N1)F. Drug 2: CC1C(C(=O)NC(C(=O)N2CCCC2C(=O)N(CC(=O)N(C(C(=O)O1)C(C)C)C)C)C(C)C)NC(=O)C3=C4C(=C(C=C3)C)OC5=C(C(=O)C(=C(C5=N4)C(=O)NC6C(OC(=O)C(N(C(=O)CN(C(=O)C7CCCN7C(=O)C(NC6=O)C(C)C)C)C)C(C)C)C)N)C. Cell line: HT29. Synergy scores: CSS=40.5, Synergy_ZIP=-1.10, Synergy_Bliss=-4.69, Synergy_Loewe=-4.59, Synergy_HSA=-4.57. (6) Drug 1: CNC(=O)C1=CC=CC=C1SC2=CC3=C(C=C2)C(=NN3)C=CC4=CC=CC=N4. Drug 2: C1CN(P(=O)(OC1)NCCCl)CCCl. Cell line: NCI-H522. Synergy scores: CSS=8.61, Synergy_ZIP=0.869, Synergy_Bliss=3.33, Synergy_Loewe=3.33, Synergy_HSA=3.30.